Dataset: Acute oral toxicity (LD50) regression data from Zhu et al.. Task: Regression/Classification. Given a drug SMILES string, predict its toxicity properties. Task type varies by dataset: regression for continuous values (e.g., LD50, hERG inhibition percentage) or binary classification for toxic/non-toxic outcomes (e.g., AMES mutagenicity, cardiotoxicity, hepatotoxicity). Dataset: ld50_zhu. (1) The drug is CC1COC2(c3ccccc3Cl)c3cc(Cl)ccc3NC(=O)CN12. The rat oral LD50 is 1.91, given as -log10 of the dose in mol/kg body weight (higher means more acutely toxic). (2) The molecule is OCCN1CCCCC1. The rat oral LD50 is 1.94, given as -log10 of the dose in mol/kg body weight (higher means more acutely toxic). (3) The molecule is COP(=O)(Oc1ccccc1)OC(Br)C(Cl)(Cl)Br. The rat oral LD50 is 2.95, given as -log10 of the dose in mol/kg body weight (higher means more acutely toxic). (4) The drug is CCCCc1c(C)[nH]c(NCC)nc1=O. The rat oral LD50 is 1.72, given as -log10 of the dose in mol/kg body weight (higher means more acutely toxic).